This data is from Full USPTO retrosynthesis dataset with 1.9M reactions from patents (1976-2016). The task is: Predict the reactants needed to synthesize the given product. (1) Given the product [CH3:52][NH:53][C:4]([CH:6]1[NH:36][CH2:35][C:9]2[N:10]=[CH:11][N:12]=[C:13]([O:14][C:15]3[CH:16]=[C:17]4[C:21](=[CH:22][CH:23]=3)[N:20]([C:24](=[O:34])[NH:25][C:26]3[CH:30]=[C:29]([CH:31]5[CH2:32][CH2:33]5)[O:28][N:27]=3)[CH:19]=[CH:18]4)[C:8]=2[CH2:7]1)=[O:3], predict the reactants needed to synthesize it. The reactants are: C([O:3][C:4]([CH:6]1[N:36](C(OC(C)(C)C)=O)[CH2:35][C:9]2[N:10]=[CH:11][N:12]=[C:13]([O:14][C:15]3[CH:16]=[C:17]4[C:21](=[CH:22][CH:23]=3)[N:20]([C:24](=[O:34])[NH:25][C:26]3[CH:30]=[C:29]([CH:31]5[CH2:33][CH2:32]5)[O:28][N:27]=3)[CH:19]=[CH:18]4)[C:8]=2[CH2:7]1)=O)C.[Li+].[OH-].C(Cl)(=O)C(Cl)=O.[CH3:52][NH2:53]. (2) Given the product [F:1][C:2]1[CH:3]=[C:4]([CH2:15][CH:16]=[O:17])[C:5]([N:8]2[CH2:13][CH2:12][CH2:11][CH2:10][C:9]2=[O:14])=[N:6][CH:7]=1, predict the reactants needed to synthesize it. The reactants are: [F:1][C:2]1[CH:3]=[C:4]([CH:15]=[CH:16][O:17]C)[C:5]([N:8]2[CH2:13][CH2:12][CH2:11][CH2:10][C:9]2=[O:14])=[N:6][CH:7]=1.[I-].[Na+].C[Si](Cl)(C)C. (3) The reactants are: [NH2:1][C:2]1[N:7]=[C:6]([C:8]2[O:9][CH:10]=[CH:11][CH:12]=2)[C:5]([C:13]2[CH:18]=[CH:17][N:16]([CH2:19][C:20]([OH:22])=O)[C:15](=[O:23])[CH:14]=2)=[CH:4][N:3]=1.ON1C2C=CC=CC=2N=N1.CN(C)CCCN=C=NCC.Cl.[CH2:46]([NH:48][CH2:49][CH3:50])[CH3:47].C(N(CC)CC)C. Given the product [CH2:46]([N:48]([CH2:49][CH3:50])[C:20](=[O:22])[CH2:19][N:16]1[CH:17]=[CH:18][C:13]([C:5]2[C:6]([C:8]3[O:9][CH:10]=[CH:11][CH:12]=3)=[N:7][C:2]([NH2:1])=[N:3][CH:4]=2)=[CH:14][C:15]1=[O:23])[CH3:47], predict the reactants needed to synthesize it. (4) Given the product [F:13][C:14]1[CH:15]=[CH:16][C:17]([N:20]2[C:24]([CH3:25])=[C:23]([C:26]([NH:8][C:6]3[CH:5]=[N:4][CH:3]=[C:2]([CH3:1])[N:7]=3)=[O:27])[N:22]=[N:21]2)=[CH:18][CH:19]=1, predict the reactants needed to synthesize it. The reactants are: [CH3:1][C:2]1[N:7]=[C:6]([NH2:8])[CH:5]=[N:4][CH:3]=1.C[Al](C)C.[F:13][C:14]1[CH:19]=[CH:18][C:17]([N:20]2[C:24]([CH3:25])=[C:23]([C:26](OCC)=[O:27])[N:22]=[N:21]2)=[CH:16][CH:15]=1. (5) Given the product [Cl:6][C:7]1[CH:8]=[C:9]2[C:14](=[CH:15][CH:16]=1)[N:13]([C@H:17]1[CH2:21][CH2:20][N:19]([C:22]3[CH:23]=[CH:24][C:25]([S:2]([Cl:1])(=[O:5])=[O:3])=[CH:26][CH:27]=3)[C:18]1=[O:28])[CH2:12][CH2:11][CH2:10]2, predict the reactants needed to synthesize it. The reactants are: [Cl:1][S:2]([OH:5])(=O)=[O:3].[Cl:6][C:7]1[CH:8]=[C:9]2[C:14](=[CH:15][CH:16]=1)[N:13]([C@H:17]1[CH2:21][CH2:20][N:19]([C:22]3[CH:27]=[CH:26][CH:25]=[CH:24][CH:23]=3)[C:18]1=[O:28])[CH2:12][CH2:11][CH2:10]2.